From a dataset of Peptide-MHC class II binding affinity with 134,281 pairs from IEDB. Regression. Given a peptide amino acid sequence and an MHC pseudo amino acid sequence, predict their binding affinity value. This is MHC class II binding data. (1) The peptide sequence is EMMPSEDGAEALGPF. The MHC is DRB1_0101 with pseudo-sequence DRB1_0101. The binding affinity (normalized) is 0. (2) The peptide sequence is VEFVTNMGIIIPDFA. The MHC is DRB1_1302 with pseudo-sequence DRB1_1302. The binding affinity (normalized) is 1.00. (3) The peptide sequence is VDIINRWQVVAPQLP. The MHC is HLA-DPA10201-DPB10101 with pseudo-sequence HLA-DPA10201-DPB10101. The binding affinity (normalized) is 0.478. (4) The peptide sequence is LSGSQEVEFIGYGKA. The MHC is DRB1_0701 with pseudo-sequence DRB1_0701. The binding affinity (normalized) is 0.191.